This data is from Full USPTO retrosynthesis dataset with 1.9M reactions from patents (1976-2016). The task is: Predict the reactants needed to synthesize the given product. (1) Given the product [F:1][C:2]1[C:3]([C:22]([F:24])([F:25])[F:23])=[C:4]([CH:9]2[CH2:14][CH2:13][N:12]([C:15]([O:17][C:18]([CH3:21])([CH3:20])[CH3:19])=[O:16])[CH2:11][CH2:10]2)[CH:5]=[C:6]([F:8])[CH:7]=1, predict the reactants needed to synthesize it. The reactants are: [F:1][C:2]1[C:3]([C:22]([F:25])([F:24])[F:23])=[C:4]([C:9]2[CH2:14][CH2:13][N:12]([C:15]([O:17][C:18]([CH3:21])([CH3:20])[CH3:19])=[O:16])[CH2:11][CH:10]=2)[CH:5]=[C:6]([F:8])[CH:7]=1. (2) Given the product [Cl:16][C:17]1[CH:31]=[CH:30][C:20]2[NH:21][C:22]([C@@H:24]([NH:29][C:11](=[O:13])[C:10]3[CH:9]=[CH:8][C:7]([N:1]4[CH2:5][CH2:4][CH2:3][C:2]4=[O:6])=[CH:15][CH:14]=3)[CH2:25][CH2:26][S:27][CH3:28])=[N:23][C:19]=2[CH:18]=1, predict the reactants needed to synthesize it. The reactants are: [N:1]1([C:7]2[CH:15]=[CH:14][C:10]([C:11]([OH:13])=O)=[CH:9][CH:8]=2)[CH2:5][CH2:4][CH2:3][C:2]1=[O:6].[Cl:16][C:17]1[CH:31]=[CH:30][C:20]2[NH:21][C:22]([C@@H:24]([NH2:29])[CH2:25][CH2:26][S:27][CH3:28])=[N:23][C:19]=2[CH:18]=1.C(O)(C(F)(F)F)=O. (3) Given the product [Na+:12].[NH2:18][C:19]1[C:28]2[C:23](=[CH:24][CH:25]=[CH:26][CH:27]=2)[C:22]([S:29]([O-:32])(=[O:30])=[O:31])=[CH:21][C:20]=1[N:17]=[N:1][C:2]1[CH:3]=[N:4][CH:5]=[CH:6][CH:7]=1, predict the reactants needed to synthesize it. The reactants are: [NH2:1][C:2]1[CH:3]=[N:4][CH:5]=[CH:6][CH:7]=1.Cl.N([O-])=O.[Na+:12].S([NH2:17])(=O)(=O)O.[NH2:18][C:19]1[C:28]2[C:23](=[CH:24][CH:25]=[CH:26][CH:27]=2)[C:22]([S:29]([OH:32])(=[O:31])=[O:30])=[CH:21][CH:20]=1.[OH-].[Na+].[Cl-].[Na+]. (4) Given the product [CH3:32][O:10][C:9](=[O:11])[C:8]1[CH:12]=[CH:13][C:5]([O:4][CH:1]([CH3:3])[CH3:2])=[C:6]([C:14]([N:16]2[CH2:21][CH2:20][N:19]([C:22]3[CH:23]=[CH:24][C:25]([C:28]([F:30])([F:31])[F:29])=[CH:26][CH:27]=3)[CH2:18][CH2:17]2)=[O:15])[CH:7]=1, predict the reactants needed to synthesize it. The reactants are: [CH:1]([O:4][C:5]1[CH:13]=[CH:12][C:8]([C:9]([OH:11])=[O:10])=[CH:7][C:6]=1[C:14]([N:16]1[CH2:21][CH2:20][N:19]([C:22]2[CH:27]=[CH:26][C:25]([C:28]([F:31])([F:30])[F:29])=[CH:24][CH:23]=2)[CH2:18][CH2:17]1)=[O:15])([CH3:3])[CH3:2].[CH:32]1N=CN(C(N2C=NC=C2)=O)C=1.CO.